From a dataset of Catalyst prediction with 721,799 reactions and 888 catalyst types from USPTO. Predict which catalyst facilitates the given reaction. Reactant: Br[C:2]1[CH:7]=[CH:6][C:5]([N:8]2[CH2:12][C:11]([C:17]3[CH:22]=[C:21]([Cl:23])[CH:20]=[C:19]([Cl:24])[CH:18]=3)([C:13]([F:16])([F:15])[F:14])[O:10][C:9]2=[O:25])=[CH:4][C:3]=1[Cl:26].[C:27]([O-])([O-])=[O:28].[Na+].[Na+].C([SiH](CC)CC)C. Product: [Cl:26][C:3]1[CH:4]=[C:5]([N:8]2[CH2:12][C:11]([C:17]3[CH:22]=[C:21]([Cl:23])[CH:20]=[C:19]([Cl:24])[CH:18]=3)([C:13]([F:16])([F:15])[F:14])[O:10][C:9]2=[O:25])[CH:6]=[CH:7][C:2]=1[CH:27]=[O:28]. The catalyst class is: 423.